Task: Regression. Given a peptide amino acid sequence and an MHC pseudo amino acid sequence, predict their binding affinity value. This is MHC class I binding data.. Dataset: Peptide-MHC class I binding affinity with 185,985 pairs from IEDB/IMGT (1) The peptide sequence is QTEENLLDF. The MHC is HLA-B14:02 with pseudo-sequence HLA-B14:02. The binding affinity (normalized) is 0.213. (2) The peptide sequence is TLALEVARQK. The MHC is HLA-B42:01 with pseudo-sequence HLA-B42:01. The binding affinity (normalized) is 0. (3) The peptide sequence is TEYDDHINL. The MHC is HLA-B18:01 with pseudo-sequence HLA-B18:01. The binding affinity (normalized) is 0.457. (4) The peptide sequence is VSRDFDDVY. The MHC is HLA-A02:01 with pseudo-sequence HLA-A02:01. The binding affinity (normalized) is 0.0847. (5) The peptide sequence is AAMQRKLEK. The MHC is HLA-A11:01 with pseudo-sequence HLA-A11:01. The binding affinity (normalized) is 0.487. (6) The peptide sequence is FLRDNRAVL. The MHC is HLA-B48:01 with pseudo-sequence HLA-B48:01. The binding affinity (normalized) is 0.0847. (7) The peptide sequence is EIKDTEEAL. The MHC is HLA-A26:01 with pseudo-sequence HLA-A26:01. The binding affinity (normalized) is 0.0847.